This data is from Volume of distribution at steady state (VDss) regression data from Lombardo et al.. The task is: Regression/Classification. Given a drug SMILES string, predict its absorption, distribution, metabolism, or excretion properties. Task type varies by dataset: regression for continuous measurements (e.g., permeability, clearance, half-life) or binary classification for categorical outcomes (e.g., BBB penetration, CYP inhibition). For this dataset (vdss_lombardo), we predict log10(VDss) (log10 of volume of distribution in L/kg). (1) The molecule is C#CC1(O)CCC2C3CCC4=CC(=O)CCC4C3C(=C)CC21CC. The log10(VDss) is 0.460. (2) The molecule is Nc1cccc(N)c1N. The log10(VDss) is 0.710. (3) The molecule is CCN1CC(CCN2CCOCC2)C(c2ccccc2)(c2ccccc2)C1=O. The log10(VDss) is 0.0800.